From a dataset of Forward reaction prediction with 1.9M reactions from USPTO patents (1976-2016). Predict the product of the given reaction. (1) Given the reactants [CH3:1][C:2]1[N:7]=[C:6]2[N:8]([C:11]3[CH:16]=[CH:15][CH:14]=[CH:13][CH:12]=3)[N:9]=[CH:10][C:5]2=[C:4]([NH2:17])[N:3]=1.[CH3:18][C:19]([C:29]1[C:37]2[O:36][CH2:35][CH2:34][C:33]=2[CH:32]=[CH:31][CH:30]=1)([CH3:28])[CH2:20][C:21]1([C:24]([F:27])([F:26])[F:25])[CH2:23][O:22]1.CC(C)([O-])C.[K+], predict the reaction product. The product is: [O:36]1[C:37]2[C:29]([C:19]([CH3:28])([CH3:18])[CH2:20][C:21]([CH2:23][NH:17][C:4]3[N:3]=[C:2]([CH3:1])[N:7]=[C:6]4[N:8]([C:11]5[CH:16]=[CH:15][CH:14]=[CH:13][CH:12]=5)[N:9]=[CH:10][C:5]=34)([OH:22])[C:24]([F:26])([F:27])[F:25])=[CH:30][CH:31]=[CH:32][C:33]=2[CH2:34][CH2:35]1. (2) Given the reactants [CH2:1]([O:8][C:9]([NH:11][CH2:12][CH2:13][CH2:14][C@H:15]([NH:34]C(OC(C)(C)C)=O)[C:16]([NH:18][C:19]1[CH:24]=[CH:23][CH:22]=[CH:21][C:20]=1[S:25][CH2:26][C:27]([O:29][C:30](C)(C)C)=[O:28])=[O:17])=[O:10])[C:2]1[CH:7]=[CH:6][CH:5]=[CH:4][CH:3]=1.FC(F)(F)C(O)=O.[Cl:49]CCl, predict the reaction product. The product is: [ClH:49].[CH3:30][O:29][C:27](=[O:28])[CH2:26][S:25][C:20]1[CH:21]=[CH:22][CH:23]=[CH:24][C:19]=1[NH:18][C:16](=[O:17])[C@@H:15]([NH2:34])[CH2:14][CH2:13][CH2:12][NH:11][C:9]([O:8][CH2:1][C:2]1[CH:7]=[CH:6][CH:5]=[CH:4][CH:3]=1)=[O:10]. (3) Given the reactants [Br:1][C:2]1[CH:7]=[CH:6][CH:5]=[CH:4][C:3]=1[OH:8].[CH2:9](Cl)[C:10]1[CH:15]=[CH:14][CH:13]=[CH:12][CH:11]=1.C([O-])([O-])=O.[K+].[K+], predict the reaction product. The product is: [Br:1][C:2]1[CH:7]=[CH:6][CH:5]=[CH:4][C:3]=1[O:8][CH2:9][C:10]1[CH:15]=[CH:14][CH:13]=[CH:12][CH:11]=1.